From a dataset of Full USPTO retrosynthesis dataset with 1.9M reactions from patents (1976-2016). Predict the reactants needed to synthesize the given product. (1) Given the product [Cl:1][C:2]1[CH:3]=[C:4]([CH:19]=[CH:20][C:21]=1[O:22][CH3:23])[CH2:5][NH:6][C:7]1[C:12]([C:13]([Cl:26])=[O:14])=[C:11]([Cl:16])[N:10]=[C:9]([S:17][CH3:18])[N:8]=1, predict the reactants needed to synthesize it. The reactants are: [Cl:1][C:2]1[CH:3]=[C:4]([CH:19]=[CH:20][C:21]=1[O:22][CH3:23])[CH2:5][NH:6][C:7]1[C:12]([C:13](O)=[O:14])=[C:11]([Cl:16])[N:10]=[C:9]([S:17][CH3:18])[N:8]=1.S(Cl)([Cl:26])=O. (2) Given the product [CH2:23]([S:27]([N:13]1[CH2:14][CH2:15][C@H:11]([N:10]([CH2:16][CH:17]2[CH2:22][CH2:21][CH2:20][CH2:19][CH2:18]2)[C:8]2[CH:7]=[CH:6][C:3]([C:4]#[N:5])=[C:2]([Cl:1])[CH:9]=2)[CH2:12]1)(=[O:29])=[O:28])[CH2:24][CH2:25][CH3:26], predict the reactants needed to synthesize it. The reactants are: [Cl:1][C:2]1[CH:9]=[C:8]([N:10]([CH2:16][CH:17]2[CH2:22][CH2:21][CH2:20][CH2:19][CH2:18]2)[C@H:11]2[CH2:15][CH2:14][NH:13][CH2:12]2)[CH:7]=[CH:6][C:3]=1[C:4]#[N:5].[CH2:23]([S:27](Cl)(=[O:29])=[O:28])[CH2:24][CH2:25][CH3:26].